Regression. Given a peptide amino acid sequence and an MHC pseudo amino acid sequence, predict their binding affinity value. This is MHC class II binding data. From a dataset of Peptide-MHC class II binding affinity with 134,281 pairs from IEDB. (1) The peptide sequence is GCAINFGKRELKCGD. The MHC is DRB1_1101 with pseudo-sequence DRB1_1101. The binding affinity (normalized) is 0.411. (2) The peptide sequence is IPTAFKIGKTYTPEE. The MHC is HLA-DQA10102-DQB10602 with pseudo-sequence HLA-DQA10102-DQB10602. The binding affinity (normalized) is 0.324. (3) The peptide sequence is RSSGSRRPLGIFSWT. The MHC is DRB1_0101 with pseudo-sequence DRB1_0101. The binding affinity (normalized) is 0.724. (4) The peptide sequence is QKEYMERQGKTPLGL. The MHC is DRB1_0701 with pseudo-sequence DRB1_0701. The binding affinity (normalized) is 0.351. (5) The peptide sequence is DKGILQINSR. The MHC is H-2-IAu with pseudo-sequence H-2-IAu. The binding affinity (normalized) is 0. (6) The peptide sequence is AFCVAATAANAAPAN. The MHC is DRB1_0401 with pseudo-sequence DRB1_0401. The binding affinity (normalized) is 0.614. (7) The peptide sequence is EPLQGPFNFRFLTEKGMKNV. The MHC is HLA-DQA10501-DQB10201 with pseudo-sequence HLA-DQA10501-DQB10201. The binding affinity (normalized) is 0.494.